Dataset: Full USPTO retrosynthesis dataset with 1.9M reactions from patents (1976-2016). Task: Predict the reactants needed to synthesize the given product. Given the product [Cl-:30].[CH:26]1([CH:9]([N:10]([CH3:25])[C:11]([C:13]2[N:14]=[C:15]([CH3:24])[S:16][C:17]=2[C:18]2[CH:23]=[CH:22][CH:21]=[CH:20][CH:19]=2)=[O:12])[CH2:8][NH3+:7])[CH2:28][CH2:27]1, predict the reactants needed to synthesize it. The reactants are: C(OC(=O)[NH:7][CH2:8][CH:9]([CH:26]1[CH2:28][CH2:27]1)[N:10]([CH3:25])[C:11]([C:13]1[N:14]=[C:15]([CH3:24])[S:16][C:17]=1[C:18]1[CH:23]=[CH:22][CH:21]=[CH:20][CH:19]=1)=[O:12])(C)(C)C.[ClH:30].O1CCOCC1.